This data is from Reaction yield outcomes from USPTO patents with 853,638 reactions. The task is: Predict the reaction yield, written as a fraction of the theoretical maximum amount of product (1.0 means a 100% yield; for example, 0.34 means a 34% yield). (1) The reactants are [CH2:1]([C:5]1[CH:6]=[C:7]2[N:12]([CH:13]=1)[CH:11]=[CH:10][CH:9]=[CH:8]2)[CH2:2][CH2:3][CH3:4].[Cl:14][CH2:15][CH2:16][CH2:17][C:18]1[CH:26]=[CH:25][C:21]([C:22](Cl)=[O:23])=[CH:20][CH:19]=1. The catalyst is O. The product is [ClH:14].[CH2:1]([C:5]1[CH:6]=[C:7]2[N:12]([C:13]=1[C:22]([C:21]1[CH:25]=[CH:26][C:18]([CH2:17][CH2:16][CH2:15][N:12]([CH2:7][CH2:6][CH3:5])[CH2:11][CH2:10][CH3:9])=[CH:19][CH:20]=1)=[O:23])[CH:11]=[CH:10][CH:9]=[CH:8]2)[CH2:2][CH2:3][CH3:4]. The yield is 0.770. (2) The reactants are [NH2:1][C@@H:2]([CH2:7][C:8]1[CH:13]=[C:12]([O:14][CH3:15])[C:11]([C:16]2[CH:21]=[CH:20][CH:19]=[CH:18][CH:17]=2)=[C:10]([O:22][CH3:23])[CH:9]=1)[C:3]([O:5][CH3:6])=[O:4].[C:24]1(=O)[C:27]2([CH2:32][CH2:31][O:30][CH2:29][CH2:28]2)[C:26](=[O:33])[CH2:25]1. The catalyst is C(Cl)Cl. The product is [O:33]=[C:26]1[C:27]2([CH2:32][CH2:31][O:30][CH2:29][CH2:28]2)[C:24]([NH:1][C@@H:2]([CH2:7][C:8]2[CH:9]=[C:10]([O:22][CH3:23])[C:11]([C:16]3[CH:21]=[CH:20][CH:19]=[CH:18][CH:17]=3)=[C:12]([O:14][CH3:15])[CH:13]=2)[C:3]([O:5][CH3:6])=[O:4])=[CH:25]1. The yield is 0.860. (3) The reactants are [C:1]([NH:4][C@H:5]1[C@H:14]([C@@H:15]([C@@H:20]([CH2:25][O:26]C(=O)C)[O:21]C(=O)C)[O:16]C(=O)C)[O:13][C:8]([C:9]([O:11]C)=[O:10])=[C:7]([CH2:30][CH2:31][CH3:32])[C@@H:6]1[O:33]C(=O)C)(=[O:3])[CH3:2].C[O-].[Na+]. The catalyst is CO. The product is [C:1]([NH:4][C@H:5]1[C@H:14]([C@@H:15]([C@@H:20]([CH2:25][OH:26])[OH:21])[OH:16])[O:13][C:8]([C:9]([OH:11])=[O:10])=[C:7]([CH2:30][CH2:31][CH3:32])[C@@H:6]1[OH:33])(=[O:3])[CH3:2]. The yield is 0.710. (4) The reactants are C(=O)([O-])[O-].[K+].[K+].[CH:7]1[C:12]2=[C:13]3[N:18]([CH:19]=[C:11]2[C:10](=[O:20])[NH:9][N:8]=1)[CH2:17][CH2:16][CH2:15][CH2:14]3.Br[C:22]1[N:29]=[CH:28][CH:27]=[C:26]([Cl:30])[C:23]=1[CH:24]=[O:25].N(CC(O)=O)C. The catalyst is [Cu]Br.O1CCOCC1. The product is [Cl:30][C:26]1[C:23]([CH:24]=[O:25])=[C:22]([N:9]2[C:10](=[O:20])[C:11]3=[CH:19][N:18]4[C:13]([CH2:14][CH2:15][CH2:16][CH2:17]4)=[C:12]3[CH:7]=[N:8]2)[N:29]=[CH:28][CH:27]=1. The yield is 0.300. (5) The catalyst is C1COCC1. The yield is 0.510. The product is [CH3:1][O:2][C:3](=[O:44])[CH2:4][CH2:5][CH2:6]/[CH:7]=[CH:8]\[CH2:9][C@H:10]1[C:14](=[O:15])[CH:13]=[CH:12][C@@H:11]1/[CH:24]=[CH:25]/[C@@H:26]([OH:36])[CH2:27][CH2:28][C:29]1[S:30][C:31]([CH3:35])=[C:32]([Br:34])[CH:33]=1. The reactants are [CH3:1][O:2][C:3](=[O:44])[CH2:4][CH2:5][CH2:6]/[CH:7]=[CH:8]\[CH2:9][C@H:10]1[C:14](=[O:15])[CH2:13][C@@H:12](O[Si](C(C)(C)C)(C)C)[C@@H:11]1/[CH:24]=[CH:25]/[C@@H:26]([O:36][Si](C(C)(C)C)(C)C)[CH2:27][CH2:28][C:29]1[S:30][C:31]([CH3:35])=[C:32]([Br:34])[CH:33]=1.CC(O)=O.O.C([O-])(O)=O.[Na+]. (6) The reactants are [N:1]1[C:10]2[C:5](=[CH:6][C:7]([C:11]([OH:13])=[O:12])=[CH:8][CH:9]=2)[CH:4]=[CH:3][CH:2]=1.S(Cl)(Cl)=O.[CH3:18]O. No catalyst specified. The product is [N:1]1[C:10]2[C:5](=[CH:6][C:7]([C:11]([O:13][CH3:18])=[O:12])=[CH:8][CH:9]=2)[CH:4]=[CH:3][CH:2]=1. The yield is 0.750. (7) The reactants are [CH3:1][C:2]1[CH:3]=[C:4]([CH:6]=[CH:7][CH:8]=1)[NH2:5].CS[C:11](=[C:14]([C:17]#[N:18])[C:15]#[N:16])SC.[NH2:19][C@H:20]1[CH2:26][CH2:25][CH2:24][CH2:23][N:22]([CH2:27][C:28]([N:30]2[CH2:34][CH2:33][CH2:32][CH2:31]2)=[O:29])[C:21]1=[O:35]. The catalyst is C(O)C. The product is [C:15]([C:14]([C:17]#[N:18])=[C:11]([NH:19][C@H:20]1[CH2:26][CH2:25][CH2:24][CH2:23][N:22]([CH2:27][C:28]([N:30]2[CH2:31][CH2:32][CH2:33][CH2:34]2)=[O:29])[C:21]1=[O:35])[NH:5][C:4]1[CH:6]=[CH:7][CH:8]=[C:2]([CH3:1])[CH:3]=1)#[N:16]. The yield is 0.450.